This data is from Full USPTO retrosynthesis dataset with 1.9M reactions from patents (1976-2016). The task is: Predict the reactants needed to synthesize the given product. (1) Given the product [O:3]1[CH2:4][CH2:5][O:1][CH:2]1[C:6]1[CH:7]=[C:8](/[CH:15]=[CH:36]/[C:37]([O:39][CH3:40])=[O:38])[S:9][C:10]=1[Si:11]([CH3:12])([CH3:13])[CH3:14], predict the reactants needed to synthesize it. The reactants are: [O:1]1[CH2:5][CH2:4][O:3][CH:2]1[C:6]1[CH:7]=[C:8]([CH:15]=O)[S:9][C:10]=1[Si:11]([CH3:14])([CH3:13])[CH3:12].C1(P(=[CH:36][C:37]([O:39][CH3:40])=[O:38])(C2C=CC=CC=2)C2C=CC=CC=2)C=CC=CC=1. (2) Given the product [Cl:1][C:2]1[C:7]([O:8][CH3:9])=[CH:6][C:5]([O:10][CH3:11])=[C:4]([Cl:12])[C:3]=1[C:13]1[N:18]=[C:17]2[NH:19][N:20]=[C:21]([C:30]3[CH:31]=[C:32]4[C:27](=[CH:28][CH:29]=3)[C:26](=[O:44])[N:25]([CH2:23][CH3:24])[CH2:34][CH2:33]4)[C:16]2=[CH:15][N:14]=1, predict the reactants needed to synthesize it. The reactants are: [Cl:1][C:2]1[C:7]([O:8][CH3:9])=[CH:6][C:5]([O:10][CH3:11])=[C:4]([Cl:12])[C:3]=1[C:13]1[N:18]=[C:17]2[NH:19][N:20]=[C:21](I)[C:16]2=[CH:15][N:14]=1.[CH2:23]([N:25]1[CH2:34][CH2:33][C:32]2[C:27](=[CH:28][CH:29]=[C:30](B3OC(C)(C)C(C)(C)O3)[CH:31]=2)[C:26]1=[O:44])[CH3:24]. (3) Given the product [C:19]([C:2]1[C:12]([O:13][CH2:14][CH3:15])=[CH:11][C:5]([C:6]([O:8][CH2:9][CH3:10])=[O:7])=[C:4]([O:16][CH2:17][CH3:18])[CH:3]=1)#[N:20], predict the reactants needed to synthesize it. The reactants are: Br[C:2]1[C:12]([O:13][CH2:14][CH3:15])=[CH:11][C:5]([C:6]([O:8][CH2:9][CH3:10])=[O:7])=[C:4]([O:16][CH2:17][CH3:18])[CH:3]=1.[CH3:19][N:20](C)C=O. (4) Given the product [N+:18]([C:13]1[CH:14]=[CH:15][CH:16]=[CH:17][C:12]=1[S:9]([N:8]([CH2:7][C:6]1[CH:28]=[CH:29][C:3]([CH2:2][O:1][S:38]([CH3:37])(=[O:40])=[O:39])=[CH:4][CH:5]=1)[CH2:21][C:22]1[CH:27]=[CH:26][CH:25]=[CH:24][N:23]=1)(=[O:10])=[O:11])([O-:20])=[O:19], predict the reactants needed to synthesize it. The reactants are: [OH:1][CH2:2][C:3]1[CH:29]=[CH:28][C:6]([CH2:7][N:8]([CH2:21][C:22]2[CH:27]=[CH:26][CH:25]=[CH:24][N:23]=2)[S:9]([C:12]2[CH:17]=[CH:16][CH:15]=[CH:14][C:13]=2[N+:18]([O-:20])=[O:19])(=[O:11])=[O:10])=[CH:5][CH:4]=1.CCN(CC)CC.[CH3:37][S:38](Cl)(=[O:40])=[O:39].C([O-])(O)=O.[Na+]. (5) Given the product [Cl:1][C:2]1[N:7]=[CH:6][C:5]([C:18]2([C:17]([OH:20])=[O:15])[CH2:13][CH2:12]2)=[CH:4][CH:3]=1, predict the reactants needed to synthesize it. The reactants are: [Cl:1][C:2]1[N:7]=[CH:6][C:5](CC#N)=[CH:4][CH:3]=1.Br[CH2:12][CH2:13]Cl.[OH-:15].[Na+].[CH2:17]([OH:20])[CH2:18]O. (6) Given the product [Cl:33][C:32]1[C:27]([NH:26][C:12]([C:4]2[C:3]3[C:7](=[CH:8][CH:9]=[CH:10][C:2]=3[F:1])[N:6]([CH3:11])[CH:5]=2)=[O:14])=[CH:28][C:29]([F:40])=[C:30]([CH2:34][C:35]([O:37][CH2:38][CH3:39])=[O:36])[CH:31]=1, predict the reactants needed to synthesize it. The reactants are: [F:1][C:2]1[CH:10]=[CH:9][CH:8]=[C:7]2[C:3]=1[C:4]([C:12]([OH:14])=O)=[CH:5][N:6]2[CH3:11].CN(C=O)C.C(Cl)(=O)C(Cl)=O.[NH2:26][C:27]1[C:32]([Cl:33])=[CH:31][C:30]([CH2:34][C:35]([O:37][CH2:38][CH3:39])=[O:36])=[C:29]([F:40])[CH:28]=1.C(N(CC)CC)C.